Binary Classification. Given a drug SMILES string, predict its activity (active/inactive) in a high-throughput screening assay against a specified biological target. From a dataset of Tyrosyl-DNA phosphodiesterase HTS with 341,365 compounds. (1) The molecule is S(=O)(=O)(N1CCCCC1)c1cc(NC(=O)CCc2ccc(OC)cc2)c(OCC)cc1. The result is 0 (inactive). (2) The compound is Fc1c(C(=O)N(C2CC(NC(C2)(C)C)(C)C)Cc2oc(cc2)C)c(F)ccc1. The result is 0 (inactive). (3) The compound is S=C(Nc1ccc(N2CCCCC2)cc1)NCCCOC. The result is 0 (inactive). (4) The compound is S1C(CC(=O)Nc2ccc(cc2)C)C(=O)N=C1NN\C=C1\c2c(N=C1)cccc2. The result is 0 (inactive). (5) The result is 0 (inactive). The molecule is Clc1cc(NC(=S)NCc2ccccc2)ccc1. (6) The drug is S(c1nn2c(nnc2c2ncccc2)cc1)CC(=O)Nc1c(OC)ccc(OC)c1. The result is 0 (inactive). (7) The drug is s1c(C(=O)c2c3c(n(c2)CC)cccc3)ccc1. The result is 0 (inactive). (8) The molecule is S(=O)(=O)(NC)c1c(NC)ccnc1. The result is 0 (inactive). (9) The drug is Cl\C(=C/c1ccccc1)/C=N\NC(=O)c1nccnc1. The result is 0 (inactive). (10) The compound is Brc1cc2C(O)(C(=O)N(c2cc1)CCc1ccccc1)CC(=O)c1oc(cc1)C. The result is 0 (inactive).